The task is: Predict the reactants needed to synthesize the given product.. This data is from Full USPTO retrosynthesis dataset with 1.9M reactions from patents (1976-2016). (1) Given the product [C:36]([O:35][C:33]([CH2:32][CH2:31][CH2:40][N:24]1[C:25]2[C:20](=[CH:19][CH:18]=[C:17]([O:16][Si:9]([C:12]([CH3:15])([CH3:14])[CH3:13])([CH3:11])[CH3:10])[CH:26]=2)[C:21]([CH3:29])=[CH:22][C:23]1([CH3:28])[CH3:27])=[O:34])([CH3:39])([CH3:38])[CH3:37], predict the reactants needed to synthesize it. The reactants are: C(N(CC)CC)(C)C.[Si:9]([O:16][C:17]1[CH:26]=[C:25]2[C:20]([C:21]([CH3:29])=[CH:22][C:23]([CH3:28])([CH3:27])[NH:24]2)=[CH:19][CH:18]=1)([C:12]([CH3:15])([CH3:14])[CH3:13])([CH3:11])[CH3:10].I[CH:31]([CH3:40])[CH2:32][C:33]([O:35][C:36]([CH3:39])([CH3:38])[CH3:37])=[O:34]. (2) Given the product [NH2:24][C:12]1[CH:11]=[CH:10][C:9]([O:8][C:4]2[CH:5]=[N:6][CH:7]=[C:2]([Br:1])[CH:3]=2)=[CH:14][C:13]=1[CH2:15][NH:16][C:17](=[O:23])[O:18][C:19]([CH3:21])([CH3:20])[CH3:22], predict the reactants needed to synthesize it. The reactants are: [Br:1][C:2]1[CH:3]=[C:4]([O:8][C:9]2[CH:10]=[CH:11][C:12]([N+:24]([O-])=O)=[C:13]([CH2:15][NH:16][C:17](=[O:23])[O:18][C:19]([CH3:22])([CH3:21])[CH3:20])[CH:14]=2)[CH:5]=[N:6][CH:7]=1.[Cl-].[NH4+].C(O)C. (3) Given the product [CH3:1][O:2][C:3]1[CH:8]=[C:7]([C:9]([F:12])([F:10])[F:11])[N:6]=[N:5][C:4]=1[NH:13][CH:14]1[CH2:19][CH2:18][NH:17][CH2:16][CH2:15]1, predict the reactants needed to synthesize it. The reactants are: [CH3:1][O:2][C:3]1[CH:8]=[C:7]([C:9]([F:12])([F:11])[F:10])[N:6]=[N:5][C:4]=1[NH:13][CH:14]1[CH2:19][CH2:18][N:17](C(O)=O)[CH2:16][CH2:15]1.C(OC(N1CCC(NC2N=NC(C(F)(F)F)=CC=2OC)CC1)=O)(C)(C)C. (4) Given the product [ClH:2].[Cl:17][C:18]1[CH:23]=[CH:22][C:21]([O:24][CH:8]2[CH2:13][CH2:12][NH:11][CH2:10][CH2:9]2)=[C:20]([O:25][CH3:26])[CH:19]=1, predict the reactants needed to synthesize it. The reactants are: Cl.[Cl:2]C1C=CC(O[CH:8]2[CH2:13][CH2:12][NH:11][CH2:10][CH2:9]2)=CC=1F.[Cl:17][C:18]1[CH:23]=[CH:22][C:21]([OH:24])=[C:20]([O:25][CH3:26])[CH:19]=1. (5) Given the product [CH3:1][C:2]1[CH:3]=[C:4]([C:10]2[CH:15]=[CH:14][C:13]([C:16]([F:17])([F:18])[F:19])=[CH:12][CH:11]=2)[CH:5]=[CH:6][C:7]=1[CH:8]=[O:9], predict the reactants needed to synthesize it. The reactants are: [CH3:1][C:2]1[CH:3]=[C:4]([C:10]2[CH:15]=[CH:14][C:13]([C:16]([F:19])([F:18])[F:17])=[CH:12][CH:11]=2)[CH:5]=[CH:6][C:7]=1[CH2:8][OH:9].CCN(CC)CC.C1C=CN=CC=1.O=S(=O)=O.